From a dataset of Peptide-MHC class I binding affinity with 185,985 pairs from IEDB/IMGT. Regression. Given a peptide amino acid sequence and an MHC pseudo amino acid sequence, predict their binding affinity value. This is MHC class I binding data. (1) The peptide sequence is LYEAAREAL. The MHC is H-2-Dd with pseudo-sequence H-2-Dd. The binding affinity (normalized) is 0.00289. (2) The peptide sequence is YMYAVSGAL. The MHC is HLA-E01:01 with pseudo-sequence HLA-E01:03. The binding affinity (normalized) is 0.0847.